Dataset: Forward reaction prediction with 1.9M reactions from USPTO patents (1976-2016). Task: Predict the product of the given reaction. (1) The product is: [Cl:5][CH2:1][CH2:27][S:28]([C:31]1[CH:32]=[C:33]2[C:37](=[CH:38][CH:39]=1)[N:36]([C:40]1[N:45]=[CH:44][N:43]=[C:42]([O:46][CH:47]3[CH2:48][CH2:49][N:50]([C:53]([O:55][C:56]([CH3:59])([CH3:58])[CH3:57])=[O:54])[CH2:51][CH2:52]3)[CH:41]=1)[CH2:35][CH2:34]2)(=[O:30])=[O:29]. Given the reactants [C:1]([Cl:5])(Cl)(Cl)Cl.C1(P(C2C=CC=CC=2)C2C=CC=CC=2)C=CC=CC=1.OC[CH2:27][S:28]([C:31]1[CH:32]=[C:33]2[C:37](=[CH:38][CH:39]=1)[N:36]([C:40]1[N:45]=[CH:44][N:43]=[C:42]([O:46][CH:47]3[CH2:52][CH2:51][N:50]([C:53]([O:55][C:56]([CH3:59])([CH3:58])[CH3:57])=[O:54])[CH2:49][CH2:48]3)[CH:41]=1)[CH2:35][CH2:34]2)(=[O:30])=[O:29], predict the reaction product. (2) Given the reactants [C:1]([NH:4][C:5]([CH:13]1[CH2:20][C:19]2[C:14]1=[CH:15][CH:16]=[CH:17][CH:18]=2)(C#N)[C:6]([O:8]CC)=[O:7])(=[O:3])[CH3:2].[OH-].[Na+], predict the reaction product. The product is: [C:1]([NH:4][CH:5]([CH:13]1[CH2:20][C:19]2[C:14]1=[CH:15][CH:16]=[CH:17][CH:18]=2)[C:6]([OH:8])=[O:7])(=[O:3])[CH3:2]. (3) Given the reactants [CH3:1][O:2][C:3]1[CH:4]=[CH:5][CH:6]=[C:7]2[C:12]=1[NH:11][CH:10]([C:13]([F:16])([F:15])[F:14])[CH2:9][CH2:8]2.[OH-].[Na+], predict the reaction product. The product is: [CH3:1][O:2][C:3]1[CH:4]=[CH:5][CH:6]=[C:7]2[C:12]=1[N:11]=[C:10]([C:13]([F:16])([F:14])[F:15])[CH:9]=[CH:8]2. (4) Given the reactants [CH3:1][N:2]1[CH:6]=[C:5](I)[CH:4]=[N:3]1.C([Mg]Cl)(C)C.CON(C)[C:16](=[O:21])[CH2:17][O:18][CH2:19][CH3:20], predict the reaction product. The product is: [CH2:19]([O:18][CH2:17][C:16]([C:5]1[CH:4]=[N:3][N:2]([CH3:1])[CH:6]=1)=[O:21])[CH3:20]. (5) Given the reactants Cl.C(OC([N:9]1[CH2:22][CH:12]2[C:13]3[C:14]([C:20]#[N:21])=[C:15]([Cl:19])[S:16][C:17]=3[CH2:18][CH:11]2[CH2:10]1)=O)(C)(C)C, predict the reaction product. The product is: [Cl:19][C:15]1[S:16][C:17]2[CH2:18][CH:11]3[CH2:10][NH:9][CH2:22][CH:12]3[C:13]=2[C:14]=1[C:20]#[N:21]. (6) Given the reactants Cl[C:2]1[CH:11]=[CH:10][C:9]2[CH2:8][N:7]([C:12]([O:14][C:15]([CH3:18])([CH3:17])[CH3:16])=[O:13])[CH2:6][CH2:5][C:4]=2[N:3]=1.[C:19]1([C:25]([C:27]2[CH:32]=[CH:31][CH:30]=[CH:29][CH:28]=2)=[NH:26])[CH:24]=[CH:23][CH:22]=[CH:21][CH:20]=1.C1C=CC(P(C2C(C3C(P(C4C=CC=CC=4)C4C=CC=CC=4)=CC=C4C=3C=CC=C4)=C3C(C=CC=C3)=CC=2)C2C=CC=CC=2)=CC=1.C([O-])([O-])=O.[Cs+].[Cs+], predict the reaction product. The product is: [C:19]1([C:25](=[N:26][C:2]2[CH:11]=[CH:10][C:9]3[CH2:8][N:7]([C:12]([O:14][C:15]([CH3:18])([CH3:17])[CH3:16])=[O:13])[CH2:6][CH2:5][C:4]=3[N:3]=2)[C:27]2[CH:28]=[CH:29][CH:30]=[CH:31][CH:32]=2)[CH:24]=[CH:23][CH:22]=[CH:21][CH:20]=1.